From a dataset of Full USPTO retrosynthesis dataset with 1.9M reactions from patents (1976-2016). Predict the reactants needed to synthesize the given product. (1) The reactants are: Cl[C:2]1[N:7]=[N:6][C:5]([C:8]([OH:10])=[O:9])=[CH:4][CH:3]=1.CC1(C)C(C)(C)OB([C:19]2[O:23][C:22]([Si](C(C)C)(C(C)C)C(C)C)=[N:21][CH:20]=2)O1.C([O-])([O-])=O.[Na+].[Na+].Cl. Given the product [O:23]1[C:19]([C:2]2[N:7]=[N:6][C:5]([C:8]([OH:10])=[O:9])=[CH:4][CH:3]=2)=[CH:20][N:21]=[CH:22]1, predict the reactants needed to synthesize it. (2) Given the product [O:1]1[CH:5]=[CH:4][CH:3]=[C:2]1[CH:6]=[CH:12][C:11](=[O:13])[CH:9]([CH3:10])[CH3:8], predict the reactants needed to synthesize it. The reactants are: [O:1]1[CH:5]=[CH:4][CH:3]=[C:2]1[CH:6]=O.[CH3:8][CH:9]([C:11](=[O:13])[CH3:12])[CH3:10]. (3) Given the product [F:1][C:2]1[CH:3]=[C:4]([CH:6]=[CH:7][CH:8]=1)[NH:5][CH:10]1[CH2:15][CH2:14][N:13]([C:16]([O:18][C:19]([CH3:22])([CH3:21])[CH3:20])=[O:17])[CH2:12][CH2:11]1, predict the reactants needed to synthesize it. The reactants are: [F:1][C:2]1[CH:3]=[C:4]([CH:6]=[CH:7][CH:8]=1)[NH2:5].O=[C:10]1[CH2:15][CH2:14][N:13]([C:16]([O:18][C:19]([CH3:22])([CH3:21])[CH3:20])=[O:17])[CH2:12][CH2:11]1.C(O)(=O)C.C([BH3-])#N.[Na+].[OH-].[Na+]. (4) The reactants are: C[O:2][C:3]([CH:5]1[N:10]([C:11](=[O:34])[CH:12]([NH:17][C:18]([NH:20][C:21]2([CH2:27][S:28](=[O:33])(=[O:32])[N:29]([CH3:31])[CH3:30])[CH2:26][CH2:25][CH2:24][CH2:23][CH2:22]2)=[O:19])[C:13]([CH3:16])([CH3:15])[CH3:14])[CH2:9][CH:8]2[CH:6]1[C:7]2([CH3:36])[CH3:35])=[O:4].O.[OH-].[Li+]. Given the product [CH3:31][N:29]([CH3:30])[S:28]([CH2:27][C:21]1([NH:20][C:18](=[O:19])[NH:17][CH:12]([C:13]([CH3:16])([CH3:15])[CH3:14])[C:11]([N:10]2[CH2:9][CH:8]3[CH:6]([C:7]3([CH3:36])[CH3:35])[CH:5]2[C:3]([OH:4])=[O:2])=[O:34])[CH2:26][CH2:25][CH2:24][CH2:23][CH2:22]1)(=[O:33])=[O:32], predict the reactants needed to synthesize it.